This data is from Cav3 T-type calcium channel HTS with 100,875 compounds. The task is: Binary Classification. Given a drug SMILES string, predict its activity (active/inactive) in a high-throughput screening assay against a specified biological target. The drug is Brc1c(cc(OC)c(OC)c1)CC(O)=O. The result is 0 (inactive).